Predict the reactants needed to synthesize the given product. From a dataset of Full USPTO retrosynthesis dataset with 1.9M reactions from patents (1976-2016). Given the product [CH3:28][C:26]1[CH:25]=[CH:24][N:23]2[C:19]([C:16]3[CH:15]=[CH:14][C:13]4[C:18](=[C:9]([OH:8])[CH:10]=[CH:11][CH:12]=4)[N:17]=3)=[N:20][N:21]=[C:22]2[CH:27]=1, predict the reactants needed to synthesize it. The reactants are: [Si]([O:8][C:9]1[CH:10]=[CH:11][CH:12]=[C:13]2[C:18]=1[N:17]=[C:16]([C:19]1[N:23]3[CH:24]=[CH:25][C:26]([CH3:28])=[CH:27][C:22]3=[N:21][N:20]=1)[CH:15]=[CH:14]2)(C(C)(C)C)(C)C.O.[F-].C([N+](CCCC)(CCCC)CCCC)CCC.